This data is from NCI-60 drug combinations with 297,098 pairs across 59 cell lines. The task is: Regression. Given two drug SMILES strings and cell line genomic features, predict the synergy score measuring deviation from expected non-interaction effect. (1) Drug 1: CNC(=O)C1=CC=CC=C1SC2=CC3=C(C=C2)C(=NN3)C=CC4=CC=CC=N4. Drug 2: CN1C(=O)N2C=NC(=C2N=N1)C(=O)N. Cell line: 786-0. Synergy scores: CSS=5.07, Synergy_ZIP=0.665, Synergy_Bliss=2.56, Synergy_Loewe=2.21, Synergy_HSA=2.24. (2) Drug 1: C1=CC(=CC=C1CC(C(=O)O)N)N(CCCl)CCCl.Cl. Drug 2: CNC(=O)C1=NC=CC(=C1)OC2=CC=C(C=C2)NC(=O)NC3=CC(=C(C=C3)Cl)C(F)(F)F. Cell line: UACC-257. Synergy scores: CSS=28.8, Synergy_ZIP=0.593, Synergy_Bliss=-0.787, Synergy_Loewe=-4.21, Synergy_HSA=-3.99. (3) Drug 1: CC(CN1CC(=O)NC(=O)C1)N2CC(=O)NC(=O)C2. Drug 2: C#CCC(CC1=CN=C2C(=N1)C(=NC(=N2)N)N)C3=CC=C(C=C3)C(=O)NC(CCC(=O)O)C(=O)O. Cell line: CCRF-CEM. Synergy scores: CSS=59.2, Synergy_ZIP=-3.27, Synergy_Bliss=-5.12, Synergy_Loewe=-4.53, Synergy_HSA=-4.53. (4) Drug 1: C1=NC2=C(N=C(N=C2N1C3C(C(C(O3)CO)O)F)Cl)N. Drug 2: C1CC(=O)NC(=O)C1N2C(=O)C3=CC=CC=C3C2=O. Cell line: HL-60(TB). Synergy scores: CSS=32.5, Synergy_ZIP=0.772, Synergy_Bliss=-3.91, Synergy_Loewe=-62.9, Synergy_HSA=-5.59.